Dataset: Reaction yield outcomes from USPTO patents with 853,638 reactions. Task: Predict the reaction yield, written as a fraction of the theoretical maximum amount of product (1.0 means a 100% yield; for example, 0.34 means a 34% yield). (1) The reactants are [CH3:1][O:2][C:3]1[C:8]([C:9]([NH2:11])=[O:10])=[C:7]([CH3:12])[N:6]=[C:5]([O:13][CH3:14])[CH:4]=1.[Li]CCCC.[CH2:20]([O:27][C:28]1[C:35]([CH3:36])=[CH:34][C:31]([C:32]#[N:33])=[CH:30][C:29]=1[CH3:37])[C:21]1[CH:26]=[CH:25][CH:24]=[CH:23][CH:22]=1. The catalyst is C1COCC1. The product is [CH2:20]([O:27][C:28]1[C:35]([CH3:36])=[CH:34][C:31]([C:32]2[CH:12]=[C:7]3[C:8]([C:3]([O:2][CH3:1])=[CH:4][C:5]([O:13][CH3:14])=[N:6]3)=[C:9]([NH2:11])[N:33]=2)=[CH:30][C:29]=1[CH3:37])[C:21]1[CH:26]=[CH:25][CH:24]=[CH:23][CH:22]=1.[CH2:20]([O:27][C:28]1[C:29]([CH3:37])=[CH:30][C:31]([C:32]2[NH:11][C:9](=[O:10])[C:8]3[C:3]([O:2][CH3:1])=[CH:4][C:5]([O:13][CH3:14])=[N:6][C:7]=3[CH:12]=2)=[CH:34][C:35]=1[CH3:36])[C:21]1[CH:22]=[CH:23][CH:24]=[CH:25][CH:26]=1. The yield is 0.190. (2) The product is [CH3:32][C:31]([CH:28]1[CH2:27][CH2:26][N:25]([C:22]2[N:20]3[CH:21]=[C:16]([O:12][C@H:5]4[C:6]5[C:11](=[CH:10][CH:9]=[CH:8][CH:7]=5)[C@@H:2]([NH2:1])[CH2:3][CH2:4]4)[CH:17]=[CH:18][C:19]3=[N:24][N:23]=2)[CH2:30][CH2:29]1)([O:33][Si:34]([CH:41]([CH3:43])[CH3:42])([CH:38]([CH3:39])[CH3:40])[CH:35]([CH3:36])[CH3:37])[CH3:44]. The catalyst is CN(C=O)C.CO.C(Cl)Cl. The yield is 0.300. The reactants are [NH2:1][C@@H:2]1[C:11]2[C:6](=[CH:7][CH:8]=[CH:9][CH:10]=2)[C@H:5]([OH:12])[CH2:4][CH2:3]1.[H-].[Na+].F[C:16]1[CH:17]=[CH:18][C:19]2[N:20]([C:22]([N:25]3[CH2:30][CH2:29][CH:28]([C:31]([CH3:44])([O:33][Si:34]([CH:41]([CH3:43])[CH3:42])([CH:38]([CH3:40])[CH3:39])[CH:35]([CH3:37])[CH3:36])[CH3:32])[CH2:27][CH2:26]3)=[N:23][N:24]=2)[CH:21]=1.N.